Dataset: Reaction yield outcomes from USPTO patents with 853,638 reactions. Task: Predict the reaction yield, written as a fraction of the theoretical maximum amount of product (1.0 means a 100% yield; for example, 0.34 means a 34% yield). (1) The reactants are [Br:1][C:2]1[C:10]2[NH:9][N:8]=[CH:7][C:6]=2[C:5]2[CH2:11][O:12][C:13](=[O:20])[C@H:14]([CH2:16][C:17]([OH:19])=O)[CH2:15][C:4]=2[CH:3]=1.C(N(CC)C(C)C)(C)C.CN(C(ON1N=NC2C=CC=CC1=2)=[N+](C)C)C.[B-](F)(F)(F)F.Cl.[NH:53]1[CH2:58][CH2:57][CH:56]([C:59]2[C:60](=[O:69])[NH:61][C:62]3[C:67]([CH:68]=2)=[CH:66][CH:65]=[CH:64][CH:63]=3)[CH2:55][CH2:54]1. No catalyst specified. The product is [Br:1][C:2]1[C:10]2[NH:9][N:8]=[CH:7][C:6]=2[C:5]2[CH2:11][O:12][C:13](=[O:20])[C@H:14]([CH2:16][C:17](=[O:19])[N:53]3[CH2:54][CH2:55][CH:56]([C:59]4[C:60](=[O:69])[NH:61][C:62]5[C:67]([CH:68]=4)=[CH:66][CH:65]=[CH:64][CH:63]=5)[CH2:57][CH2:58]3)[CH2:15][C:4]=2[CH:3]=1. The yield is 0.190. (2) The reactants are CN([CH:4]=[O:5])C.[CH3:6][C:7]1[C:15]([N+:16]([O-:18])=[O:17])=[CH:14][CH:13]=[CH:12][C:8]=1[C:9](O)=[O:10].IC. The catalyst is O. The product is [CH3:6][C:7]1[C:15]([N+:16]([O-:18])=[O:17])=[CH:14][CH:13]=[CH:12][C:8]=1[C:9]([O:5][CH3:4])=[O:10]. The yield is 1.00. (3) The yield is 0.820. The reactants are [OH-].[K+].[SH:3][CH2:4][C:5]([OH:7])=[O:6].Cl[C:9]1[C:16]([Cl:17])=[CH:15][CH:14]=[CH:13][C:10]=1[CH:11]=O. No catalyst specified. The product is [Cl:17][C:16]1[C:9]2[S:3][C:4]([C:5]([OH:7])=[O:6])=[CH:11][C:10]=2[CH:13]=[CH:14][CH:15]=1.